The task is: Predict the reaction yield, written as a fraction of the theoretical maximum amount of product (1.0 means a 100% yield; for example, 0.34 means a 34% yield).. This data is from Reaction yield outcomes from USPTO patents with 853,638 reactions. (1) The reactants are [F:1][C:2]1[CH:10]=[C:9]([N+:11]([O-:13])=[O:12])[C:8](F)=[CH:7][C:3]=1[C:4]([OH:6])=[O:5].[C:15](=O)([O-])[O-:16].[Cs+].[Cs+].CO.Cl. The catalyst is CN(C=O)C.C(OCC)(=O)C.O. The product is [F:1][C:2]1[CH:10]=[C:9]([N+:11]([O-:13])=[O:12])[C:8]([O:16][CH3:15])=[CH:7][C:3]=1[C:4]([OH:6])=[O:5]. The yield is 0.980. (2) The yield is 0.590. The reactants are [NH2:1][C:2]1[C:7]([N+:8]([O-:10])=[O:9])=[CH:6][CH:5]=[CH:4][C:3]=1[OH:11].C(=O)([O-])[O-].[K+].[K+].[CH2:18](Cl)[C:19]1[CH:24]=[CH:23][CH:22]=[CH:21][CH:20]=1.[Br:26]N1C(=O)CCC1=O. The product is [CH2:18]([O:11][C:3]1[CH:4]=[C:5]([Br:26])[CH:6]=[C:7]([N+:8]([O-:10])=[O:9])[C:2]=1[NH2:1])[C:19]1[CH:24]=[CH:23][CH:22]=[CH:21][CH:20]=1. The catalyst is C(O)C.[I-].[Na+]. (3) The reactants are [CH3:1][O:2][C:3]1[CH:12]=[C:11]2[C:6]([C:7]([S:13][C:14]3[S:15][C:16]([N+:19]([O-])=O)=[CH:17][CH:18]=3)=[CH:8][CH:9]=[N:10]2)=[CH:5][C:4]=1[C:22]([NH2:24])=[O:23].[Cl-].[NH4+].C(O)C.O. The catalyst is [Fe].CO.C(OCC)(=O)C.CN(C)C=O. The product is [NH2:19][C:16]1[S:15][C:14]([S:13][C:7]2[C:6]3[C:11](=[CH:12][C:3]([O:2][CH3:1])=[C:4]([C:22]([NH2:24])=[O:23])[CH:5]=3)[N:10]=[CH:9][CH:8]=2)=[CH:18][CH:17]=1. The yield is 0.560. (4) The reactants are [CH2:1]([N:8]1[CH:13]=[CH:12][C:11]([C:14]([O:16]CC2C=CC=CC=2)=[O:15])=[CH:10][C:9]1=[O:24])[C:2]1[CH:7]=[CH:6][CH:5]=[CH:4][CH:3]=1.[OH-].[Na+].Cl. The catalyst is CO.O. The product is [CH2:1]([N:8]1[CH:13]=[CH:12][C:11]([C:14]([OH:16])=[O:15])=[CH:10][C:9]1=[O:24])[C:2]1[CH:3]=[CH:4][CH:5]=[CH:6][CH:7]=1. The yield is 0.200. (5) The reactants are [C:1]([O:5][C:6](=[O:22])[NH:7][C:8]1[CH:9]=[C:10]([C:14]2[CH:19]=[CH:18][C:17]([CH2:20][NH2:21])=[CH:16][CH:15]=2)[CH:11]=[CH:12][CH:13]=1)([CH3:4])([CH3:3])[CH3:2].CCN(CC)CC.[CH3:30][S:31](Cl)(=[O:33])=[O:32]. The product is [C:1]([O:5][C:6](=[O:22])[NH:7][C:8]1[CH:9]=[C:10]([C:14]2[CH:15]=[CH:16][C:17]([CH2:20][NH:21][S:31]([CH3:30])(=[O:33])=[O:32])=[CH:18][CH:19]=2)[CH:11]=[CH:12][CH:13]=1)([CH3:4])([CH3:2])[CH3:3]. The catalyst is ClCCl. The yield is 0.730. (6) The reactants are [C:1]([CH2:3][CH:4]([N:8]1[CH:12]=[C:11]([C:13]2[N:18]3[CH:19]=[CH:20][N:21]=[C:17]3[CH:16]=[C:15]([C:22](O)=[O:23])[N:14]=2)[CH:10]=[N:9]1)[CH:5]1[CH2:7][CH2:6]1)#[N:2].CN(C(ON1N=NC2C=CC=NC1=2)=[N+](C)C)C.F[P-](F)(F)(F)(F)F.CN(C=O)C.[CH3:54][C:55]([NH2:58])([CH3:57])[CH3:56].C(N(C(C)C)CC)(C)C. The catalyst is CCOC(C)=O. The product is [C:55]([NH:58][C:22]([C:15]1[N:14]=[C:13]([C:11]2[CH:10]=[N:9][N:8]([CH:4]([CH:5]3[CH2:6][CH2:7]3)[CH2:3][C:1]#[N:2])[CH:12]=2)[N:18]2[CH:19]=[CH:20][N:21]=[C:17]2[CH:16]=1)=[O:23])([CH3:57])([CH3:56])[CH3:54]. The yield is 0.130. (7) The reactants are [Cl:1][C:2]1[C:3]([O:12][C:13]2[CH:18]=[C:17]([O:19][CH2:20][CH2:21][CH2:22][O:23][CH2:24][CH2:25][O:26][CH3:27])[CH:16]=[CH:15][C:14]=2/[CH:28]=[CH:29]/[C:30]([NH:32][S:33]([CH2:36][CH2:37][CH2:38][CH2:39][CH3:40])(=[O:35])=[O:34])=[O:31])=[N:4][CH:5]=[C:6]([C:8]([F:11])([F:10])[F:9])[CH:7]=1. The catalyst is O1CCCC1.CO. The product is [Cl:1][C:2]1[C:3]([O:12][C:13]2[CH:18]=[C:17]([O:19][CH2:20][CH2:21][CH2:22][O:23][CH2:24][CH2:25][O:26][CH3:27])[CH:16]=[CH:15][C:14]=2[CH2:28][CH2:29][C:30]([NH:32][S:33]([CH2:36][CH2:37][CH2:38][CH2:39][CH3:40])(=[O:35])=[O:34])=[O:31])=[N:4][CH:5]=[C:6]([C:8]([F:10])([F:9])[F:11])[CH:7]=1. The yield is 0.0100.